From a dataset of Catalyst prediction with 721,799 reactions and 888 catalyst types from USPTO. Predict which catalyst facilitates the given reaction. (1) Product: [Cl:1][C:2]1[CH:7]=[C:6]([F:8])[CH:5]=[CH:4][C:3]=1/[C:9](/[CH:35]1[CH2:38][CH2:37][CH2:36]1)=[C:10](\[C:22]1[CH:23]=[CH:24][C:25](/[CH:28]=[CH:29]/[C:30]([O:32][CH2:33][CH3:34])=[O:31])=[CH:26][CH:27]=1)/[C:11]1[C:15]2[CH:16]=[CH:17][CH:18]=[C:19]([OH:20])[C:14]=2[O:13][CH:12]=1. Reactant: [Cl:1][C:2]1[CH:7]=[C:6]([F:8])[CH:5]=[CH:4][C:3]=1/[C:9](/[CH:35]1[CH2:38][CH2:37][CH2:36]1)=[C:10](\[C:22]1[CH:27]=[CH:26][C:25](/[CH:28]=[CH:29]/[C:30]([O:32][CH2:33][CH3:34])=[O:31])=[CH:24][CH:23]=1)/[C:11]1[C:15]2[CH:16]=[CH:17][CH:18]=[C:19]([O:20]C)[C:14]=2[O:13][CH:12]=1.B(Br)(Br)Br. The catalyst class is: 2. (2) Reactant: C(Cl)(=O)C(Cl)=O.[Cl:7][C:8]1[N:13]=[C:12]([C:14]([OH:16])=O)[CH:11]=[C:10]([C:17]2[CH:22]=[CH:21][C:20]([C:23]([F:26])([F:25])[F:24])=[CH:19][CH:18]=2)[N:9]=1.[NH:27]1[CH2:32][CH2:31][O:30][CH2:29][CH2:28]1.C(=O)([O-])O.[Na+]. Product: [Cl:7][C:8]1[N:13]=[C:12]([C:14]([N:27]2[CH2:32][CH2:31][O:30][CH2:29][CH2:28]2)=[O:16])[CH:11]=[C:10]([C:17]2[CH:22]=[CH:21][C:20]([C:23]([F:26])([F:25])[F:24])=[CH:19][CH:18]=2)[N:9]=1. The catalyst class is: 120. (3) Reactant: CS(O[CH2:6][CH2:7][S:8]([CH2:11][C:12]1[CH:17]=[CH:16][C:15]([CH3:18])=[CH:14][CH:13]=1)(=[O:10])=[O:9])(=O)=O.CC1C=CC(CS(C=C)(=O)=O)=CC=1.[NH:32]1[CH2:36][CH2:35][CH2:34][CH2:33]1. Product: [CH3:18][C:15]1[CH:16]=[CH:17][C:12]([CH2:11][S:8]([CH2:7][CH2:6][N:32]2[CH2:36][CH2:35][CH2:34][CH2:33]2)(=[O:10])=[O:9])=[CH:13][CH:14]=1. The catalyst class is: 2. (4) Reactant: CC1[N:3]([C:8]2[N:13]=[C:12]([CH2:14][CH2:15][CH2:16][O:17][C:18]3[CH:23]=[CH:22][C:21]([NH:24][C:25]([C:27]4[C:28]([C:34]5[CH:39]=[CH:38][C:37]([C:40]([F:43])([F:42])[F:41])=[CH:36][CH:35]=5)=[CH:29][C:30]([CH3:33])=[CH:31][CH:32]=4)=[O:26])=[CH:20][CH:19]=3)[CH:11]=[CH:10][CH:9]=2)C(C)=CC=1.Cl.NO.C(N(CC)CC)C. Product: [NH2:3][C:8]1[N:13]=[C:12]([CH2:14][CH2:15][CH2:16][O:17][C:18]2[CH:19]=[CH:20][C:21]([NH:24][C:25]([C:27]3[C:28]([C:34]4[CH:35]=[CH:36][C:37]([C:40]([F:43])([F:41])[F:42])=[CH:38][CH:39]=4)=[CH:29][C:30]([CH3:33])=[CH:31][CH:32]=3)=[O:26])=[CH:22][CH:23]=2)[CH:11]=[CH:10][CH:9]=1. The catalyst class is: 40. (5) Reactant: [CH2:1]([N:4]1[C:9](=[O:10])[C:8]2[C:11](=[O:18])[CH:12]([Cl:17])[C:13](=[O:16])[N:14]([CH3:15])[C:7]=2[C:6]([C:19]2[CH:24]=[CH:23][CH:22]=[C:21]([N+:25]([O-:27])=[O:26])[CH:20]=2)=[N:5]1)[CH:2]=[CH2:3].[S:28](Cl)([C:31]1[CH:37]=[CH:36][C:34]([CH3:35])=[CH:33][CH:32]=1)(=[O:30])=[O:29]. Product: [CH3:35][C:34]1[CH:36]=[CH:37][C:31]([S:28]([O:18][C:11]2[C:8]3[C:9](=[O:10])[N:4]([CH2:1][CH:2]=[CH2:3])[N:5]=[C:6]([C:19]4[CH:24]=[CH:23][CH:22]=[C:21]([N+:25]([O-:27])=[O:26])[CH:20]=4)[C:7]=3[N:14]([CH3:15])[C:13](=[O:16])[C:12]=2[Cl:17])(=[O:30])=[O:29])=[CH:32][CH:33]=1. The catalyst class is: 64. (6) Reactant: [CH:1]1([CH2:4][N:5]2[CH2:23][CH2:22][C@:12]34[C:13]5[C:14]6[O:21][C@H:11]3[CH:10]([CH:24]3[O:28][CH2:27][CH2:26][O:25]3)[CH2:9][CH2:8][C@@:7]4([OH:29])[C@H:6]2[CH2:19][C:18]=5[CH:17]=[CH:16][C:15]=6[OH:20])[CH2:3][CH2:2]1.N1C=CN=C1.[C:35]([Si:39]([CH3:42])([CH3:41])Cl)([CH3:38])([CH3:37])[CH3:36].O. Product: [Si:39]([O:20][C:15]1[CH:16]=[CH:17][C:18]2[CH2:19][C@H:6]3[N:5]([CH2:4][CH:1]4[CH2:2][CH2:3]4)[CH2:23][CH2:22][C@:12]45[C:13]=2[C:14]=1[O:21][C@H:11]4[CH:10]([CH:24]1[O:25][CH2:26][CH2:27][O:28]1)[CH2:9][CH2:8][C@@:7]35[OH:29])([C:35]([CH3:38])([CH3:37])[CH3:36])([CH3:42])[CH3:41]. The catalyst class is: 3. (7) Reactant: [Cl:1][C:2]1[CH:3]=[C:4]([S:8]([N:11]2[C:15]([C:16]3[CH:21]=[CH:20][CH:19]=[CH:18][CH:17]=3)=[CH:14][C:13]([C:22](OCC)=[O:23])=[C:12]2[CH3:27])(=[O:10])=[O:9])[CH:5]=[CH:6][CH:7]=1.[H-].C([Al+]CC(C)C)C(C)C. Product: [Cl:1][C:2]1[CH:3]=[C:4]([S:8]([N:11]2[C:15]([C:16]3[CH:21]=[CH:20][CH:19]=[CH:18][CH:17]=3)=[CH:14][C:13]([CH2:22][OH:23])=[C:12]2[CH3:27])(=[O:9])=[O:10])[CH:5]=[CH:6][CH:7]=1. The catalyst class is: 11.